This data is from Full USPTO retrosynthesis dataset with 1.9M reactions from patents (1976-2016). The task is: Predict the reactants needed to synthesize the given product. (1) Given the product [Cl:3][C:4]1[C:12]2[N:11]([CH2:27][C:28]([O:30][CH2:31][CH3:32])=[O:29])[C:10]3[CH2:13][CH2:14][N:15]([C:18]([O:20][C:21]([CH3:22])([CH3:24])[CH3:23])=[O:19])[CH2:16][CH2:17][C:9]=3[C:8]=2[CH:7]=[CH:6][C:5]=1[Cl:25], predict the reactants needed to synthesize it. The reactants are: [H-].[Na+].[Cl:3][C:4]1[C:12]2[NH:11][C:10]3[CH2:13][CH2:14][N:15]([C:18]([O:20][C:21]([CH3:24])([CH3:23])[CH3:22])=[O:19])[CH2:16][CH2:17][C:9]=3[C:8]=2[CH:7]=[CH:6][C:5]=1[Cl:25].Br[CH2:27][C:28]([O:30][CH2:31][CH3:32])=[O:29]. (2) The reactants are: [F:1][C:2]1[CH:7]=[CH:6][C:5]([I:8])=[CH:4][C:3]=1[C@:9]1([CH3:20])[CH2:14][C@@H:13]([C:15]([F:18])([F:17])[F:16])[O:12][C:11]([NH2:19])=[N:10]1.[NH2:21][C@@:22]([C:31]1[CH:36]=[C:35]([I:37])[CH:34]=[CH:33][C:32]=1[F:38])([CH3:30])[CH2:23][C@H:24]([OH:29])[C:25]([F:28])([F:27])[F:26].[CH3:39][O:40][C:41]1[CH:46]=[CH:45][C:44]([C:47](Cl)([C:54]2[CH:59]=[CH:58][C:57]([O:60][CH3:61])=[CH:56][CH:55]=2)[C:48]2[CH:53]=[CH:52][CH:51]=[CH:50][CH:49]=2)=[CH:43][CH:42]=1. Given the product [CH3:61][O:60][C:57]1[CH:56]=[CH:55][C:54]([C:47]([C:44]2[CH:43]=[CH:42][C:41]([O:40][CH3:39])=[CH:46][CH:45]=2)([C:48]2[CH:53]=[CH:52][CH:51]=[CH:50][CH:49]=2)[NH:19][C:11]2[O:12][C@H:13]([C:15]([F:16])([F:17])[F:18])[CH2:14][C@:9]([C:3]3[CH:4]=[C:5]([I:8])[CH:6]=[CH:7][C:2]=3[F:1])([CH3:20])[N:10]=2)=[CH:59][CH:58]=1.[NH2:21][C@@:22]([C:31]1[CH:36]=[C:35]([I:37])[CH:34]=[CH:33][C:32]=1[F:38])([CH3:30])[CH2:23][C@H:24]([OH:29])[C:25]([F:26])([F:27])[F:28], predict the reactants needed to synthesize it.